Regression/Classification. Given a drug SMILES string, predict its absorption, distribution, metabolism, or excretion properties. Task type varies by dataset: regression for continuous measurements (e.g., permeability, clearance, half-life) or binary classification for categorical outcomes (e.g., BBB penetration, CYP inhibition). Dataset: rlm. From a dataset of Rat liver microsome stability data. The compound is Cc1ccnc(NC(=S)N2CCN(c3ccc(Cl)c(Cl)c3)CC2)c1. The result is 1 (stable in rat liver microsomes).